Dataset: Catalyst prediction with 721,799 reactions and 888 catalyst types from USPTO. Task: Predict which catalyst facilitates the given reaction. (1) Reactant: [NH:1]([C:47]([O:49][C:50]([CH3:53])([CH3:52])[CH3:51])=[O:48])[C@H:2]([C:4]([NH:6][C@H:7]([C:25]([N:27]1[CH2:46][CH2:45][CH2:44][C@H:28]1[C:29]([NH:31][C@H:32]([C:34]([O:36]CC1C=CC=CC=1)=[O:35])[CH3:33])=[O:30])=[O:26])[CH2:8][CH2:9][CH2:10][NH:11][C:12](=[NH:24])[NH:13][S:14]([C:17]1[CH:23]=[CH:22][C:20]([CH3:21])=[CH:19][CH:18]=1)(=[O:16])=[O:15])=[O:5])[CH3:3].[OH-].[Na+].C(Cl)(Cl)Cl.CO.N(C(OC(C)(C)C)=O)[C@H](C(N[C@H](C(N1CCC[C@H]1C(N[C@H](C(N[C@H](C(OCC1C=CC=CC=1)=O)CCCCNC(OCC1C=CC=CC=1Cl)=O)=O)C)=O)=O)CCCNC(=N)NS(C1C=CC(C)=CC=1)(=O)=O)=O)CC(=O)N. Product: [NH:1]([C:47]([O:49][C:50]([CH3:52])([CH3:51])[CH3:53])=[O:48])[C@H:2]([C:4]([NH:6][C@H:7]([C:25]([N:27]1[CH2:46][CH2:45][CH2:44][C@H:28]1[C:29]([NH:31][C@H:32]([C:34]([OH:36])=[O:35])[CH3:33])=[O:30])=[O:26])[CH2:8][CH2:9][CH2:10][NH:11][C:12](=[NH:24])[NH:13][S:14]([C:17]1[CH:18]=[CH:19][C:20]([CH3:21])=[CH:22][CH:23]=1)(=[O:16])=[O:15])=[O:5])[CH3:3]. The catalyst class is: 5. (2) The catalyst class is: 8. Reactant: [CH3:1][O:2][C:3](=[O:21])[NH:4][CH2:5][CH2:6][CH2:7][N:8]1[C:12]2=[N:13][C:14]([CH3:17])=[CH:15][CH:16]=[C:11]2[C:10]([C:18](=O)[CH3:19])=[N:9]1.[CH:22]1([NH2:25])[CH2:24][CH2:23]1.C(O)(=O)C. Product: [CH:22]1([N:25]=[C:18]([C:10]2[C:11]3[C:12](=[N:13][C:14]([CH3:17])=[CH:15][CH:16]=3)[N:8]([CH2:7][CH2:6][CH2:5][NH:4][C:3](=[O:21])[O:2][CH3:1])[N:9]=2)[CH3:19])[CH2:24][CH2:23]1. (3) Reactant: [C:1](Br)(=[O:10])[C:2]1[NH:9][C:7](=[O:8])[NH:6][C:4](=[O:5])[CH:3]=1.[NH2:12][C@H:13]([C:18]([OH:20])=[O:19])[C@H:14]([CH2:16][CH3:17])[CH3:15].C(=O)=O.CC(C)=O. Product: [O:8]=[C:7]1[NH:9][C:2]([C:1]([NH:12][CH:13]([CH:14]([CH3:15])[CH2:16][CH3:17])[C:18]([OH:20])=[O:19])=[O:10])=[CH:3][C:4](=[O:5])[NH:6]1. The catalyst class is: 64. (4) Reactant: [C:1]([O:5][C:6]([N:8]1[CH2:13][C@H:12]2[C@H:10]([C:11]2([CH3:15])[CH3:14])[C@H:9]1C#N)=[O:7])([CH3:4])([CH3:3])[CH3:2].C([O:22]C)(C)(C)C. Product: [C:1]([O:5][C:6]([N:8]1[CH2:13][C@H:12]2[C@H:10]([C:11]2([CH3:15])[CH3:14])[CH:9]1[OH:22])=[O:7])([CH3:4])([CH3:3])[CH3:2]. The catalyst class is: 194. (5) Reactant: [CH3:1][C:2]1[CH:7]=[CH:6][C:5]([S:8]([O:11][CH2:12][CH:13]2[CH2:17][C:16]3[CH:18]=[C:19]([Cl:24])[CH:20]=[C:21]([O:22]C)[C:15]=3[O:14]2)(=[O:10])=[O:9])=[CH:4][CH:3]=1. Product: [CH3:1][C:2]1[CH:7]=[CH:6][C:5]([S:8]([O:11][CH2:12][CH:13]2[CH2:17][C:16]3[CH:18]=[C:19]([Cl:24])[CH:20]=[C:21]([OH:22])[C:15]=3[O:14]2)(=[O:9])=[O:10])=[CH:4][CH:3]=1. The catalyst class is: 201. (6) Reactant: Cl[C:2]1[N:3]=[N:4][C:5]([CH3:22])=[C:6]([C:17]2[S:18][CH:19]=[CH:20][CH:21]=2)[C:7]=1[C:8]1[C:13]([F:14])=[CH:12][C:11]([F:15])=[CH:10][C:9]=1[F:16].[F-:23].[K+].CS(C)=O. Product: [F:23][C:2]1[N:3]=[N:4][C:5]([CH3:22])=[C:6]([C:17]2[S:18][CH:19]=[CH:20][CH:21]=2)[C:7]=1[C:8]1[C:13]([F:14])=[CH:12][C:11]([F:15])=[CH:10][C:9]=1[F:16]. The catalyst class is: 6. (7) The catalyst class is: 326. Product: [C:1]([CH:4]1[CH2:9][C:8]([F:11])([F:10])[CH2:7][CH2:6][N:5]1[C:12]([O:14][C:15]([CH3:18])([CH3:17])[CH3:16])=[O:13])#[N:2]. Reactant: [C:1]([CH:4]1[CH2:9][C:8]([F:11])([F:10])[CH2:7][CH2:6][N:5]1[C:12]([O:14][C:15]([CH3:18])([CH3:17])[CH3:16])=[O:13])(=O)[NH2:2].FC(F)(F)C(OC(=O)C(F)(F)F)=O. (8) Reactant: [CH:1]1([CH:4]([C:11]2[CH:16]=[C:15]([O:17][CH2:18][C:19]3[CH:20]=[N:21][C:22]([C:26]4[CH:31]=[C:30]([O:32][CH3:33])[CH:29]=[CH:28][C:27]=4[F:34])=[C:23]([OH:25])[CH:24]=3)[N:14]=[CH:13][N:12]=2)[CH2:5][C:6]([O:8][CH2:9][CH3:10])=[O:7])[CH2:3][CH2:2]1.Br[CH2:36][C:37]([CH3:40])([CH3:39])[CH3:38].C(=O)([O-])[O-].[Cs+].[Cs+].O. Product: [CH:1]1([CH:4]([C:11]2[CH:16]=[C:15]([O:17][CH2:18][C:19]3[CH:20]=[N:21][C:22]([C:26]4[CH:31]=[C:30]([O:32][CH3:33])[CH:29]=[CH:28][C:27]=4[F:34])=[C:23]([O:25][CH2:36][C:37]([CH3:40])([CH3:39])[CH3:38])[CH:24]=3)[N:14]=[CH:13][N:12]=2)[CH2:5][C:6]([O:8][CH2:9][CH3:10])=[O:7])[CH2:3][CH2:2]1. The catalyst class is: 3. (9) Reactant: Br[C:2]1[CH:7]=[CH:6][CH:5]=[C:4]([N+:8]([O-:10])=[O:9])[CH:3]=1.[CH3:11][O:12][C:13]1[CH:18]=[CH:17][C:16]([SH:19])=[CH:15][CH:14]=1.CC1(C)C2C(=C(P(C3C=CC=CC=3)C3C=CC=CC=3)C=CC=2)OC2C(P(C3C=CC=CC=3)C3C=CC=CC=3)=CC=CC1=2.CCN(C(C)C)C(C)C. Product: [CH3:11][O:12][C:13]1[CH:18]=[CH:17][C:16]([S:19][C:2]2[CH:7]=[CH:6][CH:5]=[C:4]([N+:8]([O-:10])=[O:9])[CH:3]=2)=[CH:15][CH:14]=1. The catalyst class is: 12. (10) Reactant: [CH2:1]([NH:3][C:4](=[O:22])[C:5]1[CH:10]=[CH:9][C:8]([CH3:11])=[C:7]([C:12]2[CH:20]=[C:19]3[C:15]([C:16](I)=[N:17][NH:18]3)=[CH:14][CH:13]=2)[CH:6]=1)[CH3:2].[CH3:23][S:24]([C:27]1[CH:32]=[CH:31][C:30](B(O)O)=[CH:29][CH:28]=1)(=[O:26])=[O:25].C(=O)([O-])O.[Na+]. Product: [CH2:1]([NH:3][C:4](=[O:22])[C:5]1[CH:10]=[CH:9][C:8]([CH3:11])=[C:7]([C:12]2[CH:20]=[C:19]3[C:15]([C:16]([C:30]4[CH:31]=[CH:32][C:27]([S:24]([CH3:23])(=[O:26])=[O:25])=[CH:28][CH:29]=4)=[N:17][NH:18]3)=[CH:14][CH:13]=2)[CH:6]=1)[CH3:2]. The catalyst class is: 32.